From a dataset of Full USPTO retrosynthesis dataset with 1.9M reactions from patents (1976-2016). Predict the reactants needed to synthesize the given product. (1) Given the product [F:65][C:59]1[CH:58]=[C:57]([NH:1][C:2]2[CH:7]=[CH:6][C:5]([O:8][CH3:9])=[CH:4][C:3]=2[C:10]([F:11])([F:12])[F:13])[CH:64]=[CH:63][C:60]=1[C:61]#[N:62], predict the reactants needed to synthesize it. The reactants are: [NH2:1][C:2]1[CH:7]=[CH:6][C:5]([O:8][CH3:9])=[CH:4][C:3]=1[C:10]([F:13])([F:12])[F:11].[O-]P([O-])([O-])=O.[K+].[K+].[K+].CC(C1C=C(C(C)C)C(C2C=CC=CC=2P(C2CCCCC2)C2CCCCC2)=C(C(C)C)C=1)C.Br[C:57]1[CH:64]=[CH:63][C:60]([C:61]#[N:62])=[C:59]([F:65])[CH:58]=1. (2) Given the product [CH:32]1[C:41]2[C:36](=[C:37]([C:15]3[CH:16]=[CH:17][C:12]([O:11][CH2:10][C:6]4[CH:5]=[C:4]([CH:9]=[CH:8][CH:7]=4)[C:3]([OH:2])=[O:19])=[CH:13][CH:14]=3)[CH:38]=[CH:39][CH:40]=2)[CH:35]=[CH:34][N:33]=1, predict the reactants needed to synthesize it. The reactants are: C[O:2][C:3](=[O:19])[C:4]1[CH:9]=[CH:8][CH:7]=[C:6]([CH2:10][O:11][C:12]2[CH:17]=[CH:16][C:15](I)=[CH:14][CH:13]=2)[CH:5]=1.C(=O)([O-])[O-].[K+].[K+].O1CCOCC1.[CH:32]1[C:41]2[CH:40]=[CH:39][CH:38]=[C:37](B(O)O)[C:36]=2[CH:35]=[CH:34][N:33]=1. (3) The reactants are: [Cl:1][C:2]1[CH:7]=[CH:6][C:5]([S:8]([N:11]([C@H:19]([CH2:23][CH:24]([CH3:26])[CH3:25])[C:20]([NH2:22])=[O:21])[CH2:12][CH:13]2[CH2:18][CH2:17][NH:16][CH2:15][CH2:14]2)(=[O:10])=[O:9])=[CH:4][CH:3]=1.CCN(CC)CC.Cl.[C:35](Cl)(=[O:42])[C:36]1[CH:41]=[CH:40][N:39]=[CH:38][CH:37]=1.C([O-])(O)=O.[Na+]. Given the product [Cl:1][C:2]1[CH:7]=[CH:6][C:5]([S:8]([N:11]([C@H:19]([CH2:23][CH:24]([CH3:26])[CH3:25])[C:20]([NH2:22])=[O:21])[CH2:12][CH:13]2[CH2:14][CH2:15][N:16]([C:35]([C:36]3[CH:41]=[CH:40][N:39]=[CH:38][CH:37]=3)=[O:42])[CH2:17][CH2:18]2)(=[O:9])=[O:10])=[CH:4][CH:3]=1, predict the reactants needed to synthesize it. (4) Given the product [Br:1][CH2:29][C:26]1[S:25][C:24]([C:15]2[CH:14]=[C:13]([NH:5][CH:2]3[CH2:4][CH2:3]3)[N:18]3[N:19]=[CH:20][C:21]([CH:22]=[O:23])=[C:17]3[N:16]=2)=[CH:28][CH:27]=1, predict the reactants needed to synthesize it. The reactants are: [BrH:1].[CH:2]1([N:5]([C:13]2[N:18]3[N:19]=[CH:20][C:21]([CH:22]=[O:23])=[C:17]3[N:16]=[C:15]([C:24]3[S:25][C:26]([CH2:29]O)=[CH:27][CH:28]=3)[CH:14]=2)C(=O)OC(C)(C)C)[CH2:4][CH2:3]1. (5) Given the product [CH2:21]([C:23]1[N:28]=[C:27]2[N:29]([C:32]3[CH:33]=[CH:34][CH:35]=[CH:36][CH:37]=3)[N:30]=[CH:31][C:26]2=[C:25]([NH:38][CH2:12][C:10]([OH:11])([CH2:9][C:8]([C:6]2[CH:7]=[C:2]([F:1])[CH:3]=[CH:4][C:5]=2[O:19][CH3:20])([CH3:18])[CH3:17])[C:13]([F:16])([F:15])[F:14])[N:24]=1)[CH3:22], predict the reactants needed to synthesize it. The reactants are: [F:1][C:2]1[CH:3]=[CH:4][C:5]([O:19][CH3:20])=[C:6]([C:8]([CH3:18])([CH3:17])[CH2:9][C:10]2([C:13]([F:16])([F:15])[F:14])[CH2:12][O:11]2)[CH:7]=1.[CH2:21]([C:23]1[N:28]=[C:27]2[N:29]([C:32]3[CH:37]=[CH:36][CH:35]=[CH:34][CH:33]=3)[N:30]=[CH:31][C:26]2=[C:25]([NH2:38])[N:24]=1)[CH3:22].